From a dataset of Reaction yield outcomes from USPTO patents with 853,638 reactions. Predict the reaction yield, written as a fraction of the theoretical maximum amount of product (1.0 means a 100% yield; for example, 0.34 means a 34% yield). (1) The reactants are [C:1]([O:5][C:6]([NH:8][C:9]1([C:12]([OH:14])=O)[CH2:11][CH2:10]1)=[O:7])([CH3:4])([CH3:3])[CH3:2].CCN=C=NCCCN(C)C.Cl.[F:27][C:28]([F:32])([F:31])[CH2:29][NH2:30]. The catalyst is C(Cl)Cl.CN(C)C1C=CN=CC=1. The product is [C:1]([O:5][C:6](=[O:7])[NH:8][C:9]1([C:12](=[O:14])[NH:30][CH2:29][C:28]([F:32])([F:31])[F:27])[CH2:10][CH2:11]1)([CH3:2])([CH3:3])[CH3:4]. The yield is 0.840. (2) The reactants are OS([C:5](F)(F)F)(=O)=O.[CH2:9]1[C:18]2[C:13](=[CH:14][C:15]([CH:19]([NH:21][C:22](=[O:24])[CH3:23])[CH3:20])=[CH:16][CH:17]=2)[CH2:12][CH2:11][NH:10]1.Br[CH2:26][C:27]1[CH:32]=[CH:31][C:30]([O:33][CH2:34][CH:35](C)C)=[CH:29][C:28]=1[CH3:38]. No catalyst specified. The product is [CH:34]([O:33][C:30]1[CH:31]=[CH:32][C:27]([CH2:26][N:10]2[CH2:11][CH2:12][C:13]3[C:18](=[CH:17][CH:16]=[C:15]([CH:19]([NH:21][C:22](=[O:24])[CH3:23])[CH3:20])[CH:14]=3)[CH2:9]2)=[C:28]([CH3:38])[CH:29]=1)([CH3:35])[CH3:5]. The yield is 0.350. (3) The reactants are [CH2:1]([C:5]1([CH2:26][CH2:27][CH2:28][CH3:29])[N:11]=[C:10]([C:12]2[CH:17]=[CH:16][CH:15]=[CH:14][CH:13]=2)[C:9]2[CH:18]=[C:19]([O:24][CH3:25])[C:20]([CH2:22][OH:23])=[CH:21][C:8]=2[S:7][CH2:6]1)[CH2:2][CH2:3][CH3:4].B.C1COCC1. The catalyst is C1COCC1. The product is [CH2:1]([C:5]1([CH2:26][CH2:27][CH2:28][CH3:29])[NH:11][CH:10]([C:12]2[CH:17]=[CH:16][CH:15]=[CH:14][CH:13]=2)[C:9]2[CH:18]=[C:19]([O:24][CH3:25])[C:20]([CH2:22][OH:23])=[CH:21][C:8]=2[S:7][CH2:6]1)[CH2:2][CH2:3][CH3:4]. The yield is 0.850. (4) The reactants are [NH2:1][C:2]1[CH:7]=[C:6]([F:8])[CH:5]=[CH:4][C:3]=1/[CH:9]=[CH:10]/[C:11]([O:13]C)=O. The catalyst is C1COCC1.Cl. The product is [F:8][C:6]1[CH:7]=[C:2]2[C:3]([CH:9]=[CH:10][C:11](=[O:13])[NH:1]2)=[CH:4][CH:5]=1. The yield is 0.810. (5) The reactants are C(OC([N:8]1[CH2:14][CH2:13][CH2:12][N:11]([CH2:15][C:16]2[C:24]3[O:23][CH:22]=[CH:21][C:20]=3[CH:19]=[C:18]([NH2:25])[CH:17]=2)[CH2:10][CH2:9]1)=O)(C)(C)C.[Cl:26][C:27]1[CH:32]=[CH:31][CH:30]=[CH:29][C:28]=1[S:33](Cl)(=[O:35])=[O:34]. No catalyst specified. The product is [ClH:26].[ClH:26].[Cl:26][C:27]1[CH:32]=[CH:31][CH:30]=[CH:29][C:28]=1[S:33]([NH:25][C:18]1[CH:17]=[C:16]([CH2:15][N:11]2[CH2:12][CH2:13][CH2:14][NH:8][CH2:9][CH2:10]2)[C:24]2[O:23][CH:22]=[CH:21][C:20]=2[CH:19]=1)(=[O:35])=[O:34]. The yield is 0.330. (6) The reactants are [Cl:1][C:2]1[C:3]([CH2:12][N:13]2[C:17](/[CH:18]=[CH:19]/[C:20]([O:22]C)=[O:21])=[CH:16][C:15]([O:24][CH:25]([CH3:27])[CH3:26])=[N:14]2)=[N:4][CH:5]=[C:6]([C:8]([F:11])([F:10])[F:9])[CH:7]=1.[OH-].[Na+].O1CCCC1.Cl. The catalyst is C(O)C. The product is [Cl:1][C:2]1[C:3]([CH2:12][N:13]2[C:17](/[CH:18]=[CH:19]/[C:20]([OH:22])=[O:21])=[CH:16][C:15]([O:24][CH:25]([CH3:27])[CH3:26])=[N:14]2)=[N:4][CH:5]=[C:6]([C:8]([F:9])([F:10])[F:11])[CH:7]=1. The yield is 0.770. (7) The reactants are [C:1]12[C:7](=[CH:8][CH:9]=[CH:10][CH:11]=1)[NH:6][C:5](=[O:12])[O:4][C:2]2=O.[CH2:13]([CH2:21][CH2:22][C:23]([OH:25])=[O:24])[CH2:14][CH2:15][CH:16]([NH2:20])C(O)=O.C(N(CC)CC)C.C(O)(=O)C. The catalyst is O.CCOC(C)=O. The product is [O:12]=[C:5]1[NH:6][C:7]2[CH:8]=[CH:9][CH:10]=[CH:11][C:1]=2[C:2](=[O:4])[NH:20][CH:16]1[CH2:15][CH2:14][CH2:13][CH2:21][CH2:22][C:23]([OH:25])=[O:24]. The yield is 0.500.